This data is from Catalyst prediction with 721,799 reactions and 888 catalyst types from USPTO. The task is: Predict which catalyst facilitates the given reaction. (1) Reactant: C(C1C(C)=CC(NC(CCN2CCC([O:21][C:22](=[O:36])[NH:23][C:24]3[CH:29]=[CH:28][CH:27]=[CH:26][C:25]=3[C:30]3[CH:35]=[CH:34][CH:33]=[CH:32][CH:31]=3)CC2)=O)=C(C)C=1)=O.C(O)(=O)C.NC[C@@H](C1C=CC(O)=C(NC=O)C=1)O[Si](C(C)(C)C)(C)C.CO. Product: [C:25]1([C:30]2[CH:35]=[CH:34][CH:33]=[CH:32][CH:31]=2)[CH:26]=[CH:27][CH:28]=[CH:29][C:24]=1[NH:23][C:22](=[O:21])[OH:36]. The catalyst class is: 11. (2) Reactant: C([O:3][C:4](=[O:20])[C:5]1[CH:10]=[CH:9][C:8]([C:11]2[CH:15]=[C:14]([C:16]([F:19])([F:18])[F:17])[O:13][N:12]=2)=[CH:7][CH:6]=1)C.O.[OH-].[Li+]. Product: [F:19][C:16]([F:17])([F:18])[C:14]1[O:13][N:12]=[C:11]([C:8]2[CH:9]=[CH:10][C:5]([C:4]([OH:20])=[O:3])=[CH:6][CH:7]=2)[CH:15]=1. The catalyst class is: 1. (3) Reactant: [F:1][C:2]([F:14])([F:13])[C:3]1[S:4][CH:5]=[C:6]([C:8](OCC)=[O:9])[N:7]=1.[H-].[H-].[H-].[H-].[Li+].[Al+3]. Product: [F:14][C:2]([F:1])([F:13])[C:3]1[S:4][CH:5]=[C:6]([CH2:8][OH:9])[N:7]=1. The catalyst class is: 1. (4) Reactant: C(OC(=O)[NH:7][CH2:8][C@@H:9]1[CH2:11][C@H:10]1[C:12]1[CH:17]=[CH:16][CH:15]=[C:14]([NH:18][CH2:19][C:20]2[CH:25]=[CH:24][CH:23]=[CH:22][CH:21]=2)[CH:13]=1)(C)(C)C.C(O)(C(F)(F)F)=O.[ClH:34].CCOCC. Product: [ClH:34].[NH2:7][CH2:8][C@@H:9]1[CH2:11][C@H:10]1[C:12]1[CH:13]=[C:14]([NH:18][CH2:19][C:20]2[CH:25]=[CH:24][CH:23]=[CH:22][CH:21]=2)[CH:15]=[CH:16][CH:17]=1. The catalyst class is: 2. (5) The catalyst class is: 5. Product: [CH2:1]([O:8][C:9]1[CH:14]=[C:13]([CH3:15])[C:12]([C:16]2[CH:21]=[CH:20][CH:19]=[C:18]([CH2:22][OH:23])[CH:17]=2)=[C:11]([CH3:30])[CH:10]=1)[C:2]1[CH:7]=[CH:6][CH:5]=[CH:4][CH:3]=1. Reactant: [CH2:1]([O:8][C:9]1[CH:14]=[C:13]([CH3:15])[C:12]([C:16]2[CH:21]=[CH:20][CH:19]=[C:18]([CH2:22][O:23]C3CCCCO3)[CH:17]=2)=[C:11]([CH3:30])[CH:10]=1)[C:2]1[CH:7]=[CH:6][CH:5]=[CH:4][CH:3]=1.O.C1(C)C=CC(S(O)(=O)=O)=CC=1.